Predict which catalyst facilitates the given reaction. From a dataset of Catalyst prediction with 721,799 reactions and 888 catalyst types from USPTO. (1) Reactant: [Br:1][C:2]1[CH:3]=[CH:4][C:5]([C:9]2[NH:10][CH:11]=[CH:12][N:13]=2)=[C:6]([OH:8])[CH:7]=1.Br[CH2:15][CH2:16]Br.C(=O)([O-])[O-].[Cs+].[Cs+]. Product: [Br:1][C:2]1[CH:3]=[CH:4][C:5]2[C:9]3[N:13]([CH:12]=[CH:11][N:10]=3)[CH2:15][CH2:16][O:8][C:6]=2[CH:7]=1. The catalyst class is: 3. (2) Reactant: [CH:1]1([NH:4][C:5]([C:7]2[CH:8]=[CH:9][C:10]([CH3:30])=[C:11]([C:13]3[C:14]([C:27](O)=[O:28])=[CH:15][C:16]([C:19]([NH:21][CH2:22][C:23]([CH3:26])([CH3:25])[CH3:24])=[O:20])=[CH:17][CH:18]=3)[CH:12]=2)=[O:6])[CH2:3][CH2:2]1.CN(C(ON1N=NC2C=CC=CC1=2)=[N+](C)C)C.F[P-](F)(F)(F)(F)F.CCN(CC)CC.[CH3:62][C:63]1[CH:68]=[CH:67][C:66]([CH2:69][NH2:70])=[CH:65][CH:64]=1. Product: [CH:1]1([NH:4][C:5]([C:7]2[CH:12]=[C:11]([C:13]3[C:14]([C:27]([NH:70][CH2:69][C:66]4[CH:67]=[CH:68][C:63]([CH3:62])=[CH:64][CH:65]=4)=[O:28])=[CH:15][C:16]([C:19]([NH:21][CH2:22][C:23]([CH3:25])([CH3:26])[CH3:24])=[O:20])=[CH:17][CH:18]=3)[C:10]([CH3:30])=[CH:9][CH:8]=2)=[O:6])[CH2:2][CH2:3]1. The catalyst class is: 3. (3) Reactant: [F:1][C:2]1[CH:7]=[CH:6][C:5]([CH2:8][CH2:9][C:10]2[C:19]3[C:14](=[CH:15][CH:16]=[C:17]([O:20][CH3:21])[CH:18]=3)[CH2:13][CH2:12][N:11]=2)=[CH:4][CH:3]=1.[BH4-].[Na+]. Product: [F:1][C:2]1[CH:3]=[CH:4][C:5]([CH2:8][CH2:9][CH:10]2[C:19]3[C:14](=[CH:15][CH:16]=[C:17]([O:20][CH3:21])[CH:18]=3)[CH2:13][CH2:12][NH:11]2)=[CH:6][CH:7]=1. The catalyst class is: 5. (4) Reactant: [Mg].II.Br[CH2:5][CH2:6][CH:7]=[CH2:8].[Cl:9][C:10]1[CH:15]=[CH:14][C:13]([C:16]2([NH:26][C:27](=[O:34])[C:28]3[CH:33]=[CH:32][CH:31]=[CH:30][CH:29]=3)[CH2:19][CH:18]([C:20](=[O:25])N(OC)C)[CH2:17]2)=[CH:12][CH:11]=1. Product: [Cl:9][C:10]1[CH:11]=[CH:12][C:13]([C:16]2([NH:26][C:27](=[O:34])[C:28]3[CH:29]=[CH:30][CH:31]=[CH:32][CH:33]=3)[CH2:17][CH:18]([C:20](=[O:25])[CH2:8][CH2:7][CH:6]=[CH2:5])[CH2:19]2)=[CH:14][CH:15]=1. The catalyst class is: 1.